Dataset: Forward reaction prediction with 1.9M reactions from USPTO patents (1976-2016). Task: Predict the product of the given reaction. (1) Given the reactants Cl[C:2]1[CH:3]=[C:4]([C:9]2[N:13]3[CH:14]=[CH:15][C:16]([C:19]([OH:22])([CH3:21])[CH3:20])=[C:17]([F:18])[C:12]3=[N:11][CH:10]=2)[CH:5]=[CH:6][C:7]=1[F:8].[F:23][C:24]1[C:25]([CH3:33])=[C:26](B(O)O)[CH:27]=[CH:28][CH:29]=1, predict the reaction product. The product is: [F:8][C:7]1[CH:6]=[CH:5][C:4]([C:9]2[N:13]3[CH:14]=[CH:15][C:16]([C:19]([OH:22])([CH3:21])[CH3:20])=[C:17]([F:18])[C:12]3=[N:11][CH:10]=2)=[CH:3][C:2]=1[C:26]1[CH:27]=[CH:28][CH:29]=[C:24]([F:23])[C:25]=1[CH3:33]. (2) Given the reactants [Cl:1][C:2]1[C:3]([F:28])=[C:4]([CH:8]2[C:12]([C:15]3[CH:20]=[CH:19][C:18]([Cl:21])=[CH:17][C:16]=3[F:22])([C:13]#[N:14])[CH:11]([CH2:23][C:24]([CH3:27])([CH3:26])[CH3:25])[CH2:10][NH:9]2)[CH:5]=[CH:6][CH:7]=1.[C:29](O)(=[O:39])[C:30]1[CH:38]=[CH:37][C:33]([C:34]([OH:36])=[O:35])=[CH:32][CH:31]=1.CN(C(ON1N=NC2C=CC=NC1=2)=[N+](C)C)C.F[P-](F)(F)(F)(F)F.CCN(C(C)C)C(C)C, predict the reaction product. The product is: [Cl:1][C:2]1[C:3]([F:28])=[C:4]([C@@H:8]2[C@:12]([C:15]3[CH:20]=[CH:19][C:18]([Cl:21])=[CH:17][C:16]=3[F:22])([C:13]#[N:14])[C@H:11]([CH2:23][C:24]([CH3:25])([CH3:27])[CH3:26])[CH2:10][N:9]2[C:29]([C:30]2[CH:38]=[CH:37][C:33]([C:34]([OH:36])=[O:35])=[CH:32][CH:31]=2)=[O:39])[CH:5]=[CH:6][CH:7]=1. (3) Given the reactants [CH:1]([O:4][C:5]1[CH:6]=[CH:7][C:8]([N+:13]([O-])=O)=[C:9]([CH:12]=1)[C:10]#[N:11])([CH3:3])C, predict the reaction product. The product is: [NH2:13][C:8]1[CH:7]=[CH:6][C:5]([O:4][CH2:1][C:3]2[CH:7]=[CH:6][CH:5]=[CH:12][CH:9]=2)=[CH:12][C:9]=1[C:10]#[N:11]. (4) Given the reactants Cl.Cl.[NH2:3][CH2:4][CH2:5][CH2:6][CH2:7][CH2:8][CH2:9][CH2:10][CH2:11][CH2:12][N:13]1[CH2:18][CH2:17][CH:16]([O:19][C:20](=[O:34])[NH:21][C:22]2[CH:27]=[CH:26][CH:25]=[CH:24][C:23]=2[C:28]2[CH:33]=[CH:32][CH:31]=[CH:30][CH:29]=2)[CH2:15][CH2:14]1.[F:35][C:36]1[CH:43]=[C:42]([F:44])[CH:41]=[C:38]([CH:39]=O)[C:37]=1[OH:45], predict the reaction product. The product is: [OH:45][C:37]1[C:36]([F:35])=[CH:43][C:42]([F:44])=[CH:41][C:38]=1[CH2:39][NH:3][CH2:4][CH2:5][CH2:6][CH2:7][CH2:8][CH2:9][CH2:10][CH2:11][CH2:12][N:13]1[CH2:18][CH2:17][CH:16]([O:19][C:20](=[O:34])[NH:21][C:22]2[CH:27]=[CH:26][CH:25]=[CH:24][C:23]=2[C:28]2[CH:33]=[CH:32][CH:31]=[CH:30][CH:29]=2)[CH2:15][CH2:14]1.